Dataset: Full USPTO retrosynthesis dataset with 1.9M reactions from patents (1976-2016). Task: Predict the reactants needed to synthesize the given product. (1) Given the product [Br:1][C:2]1[C:3]([C:14]([NH:24][CH:19]2[CH2:23][CH2:22][CH2:21][CH2:20]2)=[O:16])=[N:4][O:5][C:6]=1[C:7]1[CH:8]=[CH:9][C:10]([Cl:13])=[CH:11][CH:12]=1, predict the reactants needed to synthesize it. The reactants are: [Br:1][C:2]1[C:3]([C:14]([O:16]CC)=O)=[N:4][O:5][C:6]=1[C:7]1[CH:12]=[CH:11][C:10]([Cl:13])=[CH:9][CH:8]=1.[CH:19]1([NH2:24])[CH2:23][CH2:22][CH2:21][CH2:20]1. (2) Given the product [NH:24]1[C:18]2[CH:17]=[CH:16][CH:15]=[CH:32][C:19]=2[CH:20]=[C:21]([C:29]([NH2:34])=[O:30])[CH2:22][CH2:23]1, predict the reactants needed to synthesize it. The reactants are: C(OCCOC1C=CC([C:15]2[CH:16]=[CH:17][C:18]3[N:24](CC(C)C)[CH2:23][CH2:22][C:21]([C:29](O)=[O:30])=[CH:20][C:19]=3[CH:32]=2)=CC=1)CCC.C[N:34](C=O)C.S(Cl)(Cl)=O.CN1C=CCN1CSC1C=CC(N)=CC=1. (3) Given the product [CH2:20]([NH:22][C:23]([NH:10][C:8]1[S:9][C:5]2[CH:4]=[C:3]([O:2][CH3:1])[CH:12]=[CH:11][C:6]=2[N:7]=1)=[O:24])[CH3:21], predict the reactants needed to synthesize it. The reactants are: [CH3:1][O:2][C:3]1[CH:12]=[CH:11][C:6]2[N:7]=[C:8]([NH2:10])[S:9][C:5]=2[CH:4]=1.C(N(CC)CC)C.[CH2:20]([N:22]=[C:23]=[O:24])[CH3:21].